This data is from Forward reaction prediction with 1.9M reactions from USPTO patents (1976-2016). The task is: Predict the product of the given reaction. (1) Given the reactants [F:1][C:2]1[CH:7]=[CH:6][C:5]([C:8](=O)[CH2:9][C:10]2[CH:15]=[CH:14][N:13]=[CH:12][CH:11]=2)=[CH:4][CH:3]=1.[N:17]([O-])=[O:18].[Na+].C(O)(=[O:23])C, predict the reaction product. The product is: [F:1][C:2]1[CH:7]=[CH:6][C:5]([C:8](=[N:17][OH:18])[C:9]([C:10]2[CH:15]=[CH:14][N:13]=[CH:12][CH:11]=2)=[O:23])=[CH:4][CH:3]=1. (2) The product is: [ClH:27].[ClH:27].[C:21]1([CH:7]([C:1]2[CH:6]=[CH:5][CH:4]=[CH:3][CH:2]=2)[N:8]2[CH2:11][CH:10]([NH:12][NH2:13])[CH2:9]2)[CH:22]=[CH:23][CH:24]=[CH:25][CH:26]=1. Given the reactants [C:1]1([CH:7]([C:21]2[CH:26]=[CH:25][CH:24]=[CH:23][CH:22]=2)[N:8]2[CH2:11][CH:10]([NH:12][NH:13]C(OC(C)(C)C)=O)[CH2:9]2)[CH:6]=[CH:5][CH:4]=[CH:3][CH:2]=1.[ClH:27], predict the reaction product.